Task: Predict the product of the given reaction.. Dataset: Forward reaction prediction with 1.9M reactions from USPTO patents (1976-2016) (1) The product is: [CH3:1][CH:2]([CH3:40])[CH:3]([NH:20][C:21]1[CH:22]=[CH:23][C:24]([C:25]([N:27]2[CH2:32][CH2:31][CH2:30][C@@H:29]([C:33]([OH:35])=[O:34])[CH2:28]2)=[O:26])=[CH:38][CH:39]=1)[C:4]1[CH:9]=[CH:8][C:7]([N:10]2[CH:18]=[C:17]3[C:12]([CH2:13][CH2:14][CH2:15][CH2:16]3)=[N:11]2)=[CH:6][C:5]=1[CH3:19]. Given the reactants [CH3:1][CH:2]([CH3:40])[CH:3]([NH:20][C:21]1[CH:39]=[CH:38][C:24]([C:25]([N:27]2[CH2:32][CH2:31][CH2:30][C@@H:29]([C:33]([O:35]CC)=[O:34])[CH2:28]2)=[O:26])=[CH:23][CH:22]=1)[C:4]1[CH:9]=[CH:8][C:7]([N:10]2[CH:18]=[C:17]3[C:12]([CH2:13][CH2:14][CH2:15][CH2:16]3)=[N:11]2)=[CH:6][C:5]=1[CH3:19].C1COCC1.[OH-].[Na+], predict the reaction product. (2) Given the reactants [N+:1]([C:4]1[CH:5]=[CH:6][C:7]([CH3:13])=[C:8]([CH:12]=1)[C:9]([OH:11])=[O:10])([O-])=O.[ClH:14], predict the reaction product. The product is: [ClH:14].[NH2:1][C:4]1[CH:5]=[CH:6][C:7]([CH3:13])=[C:8]([CH:12]=1)[C:9]([OH:11])=[O:10]. (3) The product is: [C:22]([NH:26][C:19]([C:10]1[CH:9]=[C:8]([C:5]2[CH:4]=[CH:3][C:2]([CH3:1])=[CH:7][N:6]=2)[N:12]([C:13]2[CH:14]=[N:15][CH:16]=[CH:17][CH:18]=2)[N:11]=1)=[O:21])([CH3:25])([CH3:24])[CH3:23]. Given the reactants [CH3:1][C:2]1[CH:3]=[CH:4][C:5]([C:8]2[N:12]([C:13]3[CH:14]=[N:15][CH:16]=[CH:17][CH:18]=3)[N:11]=[C:10]([C:19]([OH:21])=O)[CH:9]=2)=[N:6][CH:7]=1.[C:22]([NH2:26])([CH3:25])([CH3:24])[CH3:23], predict the reaction product.